Task: Predict the reactants needed to synthesize the given product.. Dataset: Full USPTO retrosynthesis dataset with 1.9M reactions from patents (1976-2016) (1) Given the product [ClH:14].[NH:1]([C:2]1[CH:10]=[CH:9][C:8]([N+:11]([O-:13])=[O:12])=[CH:7][C:3]=1[C:4]([OH:6])=[O:5])[NH2:15], predict the reactants needed to synthesize it. The reactants are: [NH2:1][C:2]1[CH:10]=[CH:9][C:8]([N+:11]([O-:13])=[O:12])=[CH:7][C:3]=1[C:4]([OH:6])=[O:5].[ClH:14].[N:15]([O-])=O.[Na+]. (2) Given the product [ClH:39].[NH:1]([C:10]([O:12][CH2:13][CH2:14][C:15]1[CH:16]=[CH:17][C:18]([NH:21][C:22]([C:24]2[N:25]=[C:26]([NH:29][C:30](=[O:32])[CH3:31])[S:27][CH:28]=2)=[O:23])=[CH:19][CH:20]=1)=[O:11])[NH2:2], predict the reactants needed to synthesize it. The reactants are: [NH:1]([C:10]([O:12][CH2:13][CH2:14][C:15]1[CH:20]=[CH:19][C:18]([NH:21][C:22]([C:24]2[N:25]=[C:26]([NH:29][C:30](=[O:32])[CH3:31])[S:27][CH:28]=2)=[O:23])=[CH:17][CH:16]=1)=[O:11])[NH:2]C(OC(C)(C)C)=O.O1CCOCC1.[ClH:39]. (3) Given the product [NH:21]1[CH2:30][CH2:31][N:32]=[C:20]1[C:16]1[CH:15]=[C:14]([O:13][C:12]2[CH:22]=[CH:23][C:9]([NH:8][C:6]3[CH:5]=[C:4]([C:24]4[CH:25]=[CH:26][CH:27]=[CH:28][CH:29]=4)[N:3]=[C:2]([NH2:1])[N:7]=3)=[CH:10][CH:11]=2)[CH:19]=[CH:18][N:17]=1, predict the reactants needed to synthesize it. The reactants are: [NH2:1][C:2]1[N:7]=[C:6]([NH:8][C:9]2[CH:23]=[CH:22][C:12]([O:13][C:14]3[CH:19]=[CH:18][N:17]=[C:16]([C:20]#[N:21])[CH:15]=3)=[CH:11][CH:10]=2)[CH:5]=[C:4]([C:24]2[CH:29]=[CH:28][CH:27]=[CH:26][CH:25]=2)[N:3]=1.[CH2:30](N)[CH2:31][NH2:32].[S]. (4) Given the product [C:28]([O:27][C:25]([NH:24][C:21]1[CH:22]=[CH:23][C:18]([C:15](=[O:17])[CH2:16][C:4](=[O:10])[C:5]([O:7][CH2:8][CH3:9])=[O:6])=[N:19][CH:20]=1)=[O:26])([CH3:31])([CH3:29])[CH3:30], predict the reactants needed to synthesize it. The reactants are: C(O[C:4](=[O:10])[C:5]([O:7][CH2:8][CH3:9])=[O:6])C.[O-]CC.[Na+].[C:15]([C:18]1[CH:23]=[CH:22][C:21]([NH:24][C:25]([O:27][C:28]([CH3:31])([CH3:30])[CH3:29])=[O:26])=[CH:20][N:19]=1)(=[O:17])[CH3:16]. (5) Given the product [CH2:1]([O:3][C:4]([C:6]1[N:7]=[CH:8][N:9]2[C:15]3[CH:16]=[CH:17][C:18]([C:32]#[C:31][Si:28]([CH3:30])([CH3:29])[CH3:27])=[CH:19][C:14]=3[C:13]([C:21]3[CH:26]=[CH:25][CH:24]=[CH:23][N:22]=3)=[N:12][CH2:11][C:10]=12)=[O:5])[CH3:2], predict the reactants needed to synthesize it. The reactants are: [CH2:1]([O:3][C:4]([C:6]1[N:7]=[CH:8][N:9]2[C:15]3[CH:16]=[CH:17][C:18](Br)=[CH:19][C:14]=3[C:13]([C:21]3[CH:26]=[CH:25][CH:24]=[CH:23][N:22]=3)=[N:12][CH2:11][C:10]=12)=[O:5])[CH3:2].[CH3:27][Si:28]([C:31]#[CH:32])([CH3:30])[CH3:29]. (6) Given the product [Cl:25][C:26]1[CH:45]=[C:44]([Cl:46])[CH:43]=[CH:42][C:27]=1[CH2:28][C@H:29]1[N:34]([C:19]([C:11]2[N:10]=[CH:9][N:8]([C@@H:3]3[CH2:4][CH2:5][CH2:6][CH2:7][C@@:2]3([OH:1])[CH2:22][O:23][CH3:24])[C:12]=2[C:13]2[CH:18]=[CH:17][CH:16]=[CH:15][CH:14]=2)=[O:20])[CH2:33][CH2:32][N:31]([C:35]([O:37][C:38]([CH3:41])([CH3:40])[CH3:39])=[O:36])[CH2:30]1, predict the reactants needed to synthesize it. The reactants are: [OH:1][C@@:2]1([CH2:22][O:23][CH3:24])[CH2:7][CH2:6][CH2:5][CH2:4][C@H:3]1[N:8]1[C:12]([C:13]2[CH:18]=[CH:17][CH:16]=[CH:15][CH:14]=2)=[C:11]([C:19](O)=[O:20])[N:10]=[CH:9]1.[Cl:25][C:26]1[CH:45]=[C:44]([Cl:46])[CH:43]=[CH:42][C:27]=1[CH2:28][C@H:29]1[NH:34][CH2:33][CH2:32][N:31]([C:35]([O:37][C:38]([CH3:41])([CH3:40])[CH3:39])=[O:36])[CH2:30]1.CCN=C=NCCCN(C)C.Cl.C1C=CC2N(O)N=NC=2C=1.C(=O)([O-])O.[Na+].